From a dataset of CYP3A4 inhibition data for predicting drug metabolism from PubChem BioAssay. Regression/Classification. Given a drug SMILES string, predict its absorption, distribution, metabolism, or excretion properties. Task type varies by dataset: regression for continuous measurements (e.g., permeability, clearance, half-life) or binary classification for categorical outcomes (e.g., BBB penetration, CYP inhibition). Dataset: cyp3a4_veith. (1) The molecule is CN(C)C(=O)c1ccc(-c2ccc3ncnc(NCc4cccnc4)c3c2)cc1. The result is 1 (inhibitor). (2) The drug is Cc1ccc(C)c([C@@H]2NC(=O)c3ccccc3N2)c1. The result is 0 (non-inhibitor). (3) The drug is N#C[C@H](Cc1ccc(O)cc1)c1ccc(O)cc1. The result is 1 (inhibitor). (4) The compound is N[C@@H](CSS(=O)(=O)[O-])C(=O)O. The result is 0 (non-inhibitor). (5) The molecule is O=C(NCCO)c1cc2c(s1)CCC2. The result is 0 (non-inhibitor).